This data is from Forward reaction prediction with 1.9M reactions from USPTO patents (1976-2016). The task is: Predict the product of the given reaction. (1) The product is: [CH3:14][N:12]1[C:13]2[C:5]3([C:25]4[CH:30]=[CH:29][CH:28]=[CH:27][CH:26]=4)[CH:6]([CH:21]([CH3:24])[C:22]4[O:23][N:32]=[CH:2][C:3]=4[CH2:4]3)[CH2:7][CH2:8][C:9]=2[C:10]([C:15]2[CH:20]=[CH:19][CH:18]=[CH:17][CH:16]=2)=[N:11]1. Given the reactants O/[CH:2]=[C:3]1/[CH2:4][C:5]2([C:25]3[CH:30]=[CH:29][CH:28]=[CH:27][CH:26]=3)[C:13]3[N:12]([CH3:14])[N:11]=[C:10]([C:15]4[CH:20]=[CH:19][CH:18]=[CH:17][CH:16]=4)[C:9]=3[CH2:8][CH2:7][CH:6]2[CH:21]([CH3:24])[C:22]/1=[O:23].Cl.[NH2:32]O.C1(C)C=CC(S(O)(=O)=O)=CC=1.C1(C)C=CC=CC=1, predict the reaction product. (2) Given the reactants [NH2:1][C:2]1[N:7]([CH2:8][CH:9]2[CH2:11][CH2:10]2)[C:6](=[O:12])[N:5]([CH2:13][C:14]2[CH:19]=[CH:18][CH:17]=[CH:16][C:15]=2[F:20])[C:4](=[O:21])[C:3]=1[NH:22][C:23](=O)[CH2:24][C:25]1[CH:30]=[CH:29][C:28]([N:31]([S:33]([C:36]2[C:37]([CH3:43])=[N:38][N:39]([CH3:42])[C:40]=2[Cl:41])(=[O:35])=[O:34])[CH3:32])=[CH:27][CH:26]=1.[OH-].[Na+], predict the reaction product. The product is: [CH:9]1([CH2:8][N:7]2[C:2]3[N:1]=[C:23]([CH2:24][C:25]4[CH:26]=[CH:27][C:28]([N:31]([CH3:32])[S:33]([C:36]5[C:37]([CH3:43])=[N:38][N:39]([CH3:42])[C:40]=5[Cl:41])(=[O:35])=[O:34])=[CH:29][CH:30]=4)[NH:22][C:3]=3[C:4](=[O:21])[N:5]([CH2:13][C:14]3[CH:19]=[CH:18][CH:17]=[CH:16][C:15]=3[F:20])[C:6]2=[O:12])[CH2:11][CH2:10]1.